From a dataset of Forward reaction prediction with 1.9M reactions from USPTO patents (1976-2016). Predict the product of the given reaction. (1) Given the reactants [CH2:1]([OH:4])[CH2:2][OH:3].C1(C)C=CC(S(O)(=O)=O)=CC=1.[Br:16][C:17]1[CH:18]=[CH:19][C:20]([CH:23]=O)=[N:21][CH:22]=1, predict the reaction product. The product is: [Br:16][C:17]1[CH:18]=[CH:19][C:20]([CH:23]2[O:4][CH2:1][CH2:2][O:3]2)=[N:21][CH:22]=1. (2) Given the reactants [F:1][C:2]1[CH:7]=[CH:6][CH:5]=[C:4]([F:8])[C:3]=1[C:9]1[N:10]([S:27]([C:30]2[CH:35]=[CH:34][CH:33]=[CH:32][CH:31]=2)(=[O:29])=[O:28])[C:11]2[C:16]([CH:17]=1)=[CH:15][C:14](B1OC(C)(C)C(C)(C)O1)=[CH:13][CH:12]=2.Br[C:37]1[C:38]([CH3:44])=[CH:39][C:40]([Cl:43])=[N:41][CH:42]=1.C(=O)([O-])[O-].[K+].[K+], predict the reaction product. The product is: [Cl:43][C:40]1[N:41]=[CH:42][C:37]([C:14]2[CH:15]=[C:16]3[C:11](=[CH:12][CH:13]=2)[N:10]([S:27]([C:30]2[CH:35]=[CH:34][CH:33]=[CH:32][CH:31]=2)(=[O:28])=[O:29])[C:9]([C:3]2[C:4]([F:8])=[CH:5][CH:6]=[CH:7][C:2]=2[F:1])=[CH:17]3)=[C:38]([CH3:44])[CH:39]=1.